Dataset: Reaction yield outcomes from USPTO patents with 853,638 reactions. Task: Predict the reaction yield, written as a fraction of the theoretical maximum amount of product (1.0 means a 100% yield; for example, 0.34 means a 34% yield). The reactants are [CH3:1][C:2]1[N:10]=[C:9]2[C:5]([NH:6][CH:7]=[N:8]2)=[C:4](Cl)[N:3]=1.[Cl:12][C:13]1[CH:14]=[C:15]([CH:18]=[CH:19][CH:20]=1)[CH2:16][NH2:17].C(N(CC)CC)C. The catalyst is C(O)CCC. The product is [CH3:1][C:2]1[N:10]=[C:9]2[C:5]([NH:6][CH:7]=[N:8]2)=[C:4]([NH:17][CH2:16][C:15]2[CH:18]=[CH:19][CH:20]=[C:13]([Cl:12])[CH:14]=2)[N:3]=1. The yield is 0.930.